This data is from Forward reaction prediction with 1.9M reactions from USPTO patents (1976-2016). The task is: Predict the product of the given reaction. (1) Given the reactants [C:1]([N:4]1[C:13]2[C:8](=[CH:9][C:10]([C:14]3[CH:15]=[CH:16][C:17]([C:20]([N:22]4[CH2:27][CH2:26][CH:25]([NH:28]C(=O)OC(C)(C)C)[CH2:24][CH2:23]4)=[O:21])=[N:18][CH:19]=3)=[CH:11][CH:12]=2)[C@H:7]([NH:36][C:37]2[CH:42]=[CH:41][C:40]([C:43]#[N:44])=[CH:39][N:38]=2)[CH2:6][C@@H:5]1[CH3:45])(=[O:3])[CH3:2].C(O)(C(F)(F)F)=O.[ClH:53], predict the reaction product. The product is: [ClH:53].[C:1]([N:4]1[C:13]2[C:8](=[CH:9][C:10]([C:14]3[CH:19]=[N:18][C:17]([C:20]([N:22]4[CH2:27][CH2:26][CH:25]([NH2:28])[CH2:24][CH2:23]4)=[O:21])=[CH:16][CH:15]=3)=[CH:11][CH:12]=2)[C@H:7]([NH:36][C:37]2[CH:42]=[CH:41][C:40]([C:43]#[N:44])=[CH:39][N:38]=2)[CH2:6][C@@H:5]1[CH3:45])(=[O:3])[CH3:2]. (2) Given the reactants [Cl:1][C:2]1[C:10]([Cl:11])=[CH:9][CH:8]=[CH:7][C:3]=1[C:4]([OH:6])=O.[F:12][C:13]([F:32])([F:31])[C:14]1([CH2:17][CH:18]([C:21]2[CH:22]=[N:23][C:24]([C:27]([F:30])([F:29])[F:28])=[CH:25][CH:26]=2)[CH2:19][NH2:20])[CH2:16][CH2:15]1, predict the reaction product. The product is: [Cl:1][C:2]1[C:10]([Cl:11])=[CH:9][CH:8]=[CH:7][C:3]=1[C:4]([NH:20][CH2:19][CH:18]([C:21]1[CH:22]=[N:23][C:24]([C:27]([F:30])([F:28])[F:29])=[CH:25][CH:26]=1)[CH2:17][C:14]1([C:13]([F:12])([F:31])[F:32])[CH2:15][CH2:16]1)=[O:6]. (3) Given the reactants [OH2:1].[OH2:2].[Cr](O[Cr]([O-])(=O)=O)([O-])(=O)=O.[Na+].[Na+].[N+:14]([C:17]1[CH:22]=[C:21]([S:23]([F:28])([F:27])([F:26])([F:25])[F:24])[CH:20]=[C:19]([N+:29]([O-:31])=[O:30])[C:18]=1[CH3:32])([O-:16])=[O:15].S(=O)(=O)(O)O.C1(C)C=CC=CC=1, predict the reaction product. The product is: [N+:29]([C:19]1[CH:20]=[C:21]([S:23]([F:28])([F:24])([F:25])([F:26])[F:27])[CH:22]=[C:17]([N+:14]([O-:16])=[O:15])[C:18]=1[C:32]([OH:2])=[O:1])([O-:31])=[O:30]. (4) Given the reactants Br.[Br-].[NH2:3][CH2:4][CH2:5][N+:6]12[CH2:13][CH2:12][CH:9]([CH2:10][CH2:11]1)[C@@H:8]([O:14][C:15](=[O:30])[C:16]([OH:29])([C:23]1[CH:28]=[CH:27][CH:26]=[CH:25][CH:24]=1)[C:17]1[CH:22]=[CH:21][CH:20]=[CH:19][CH:18]=1)[CH2:7]2.C(N(CC)CC)C.[C:38]([Br:46])(=[O:45])[C:39]1[CH:44]=[CH:43][CH:42]=[CH:41][CH:40]=1, predict the reaction product. The product is: [Br-:46].[C:38]([NH:3][CH2:4][CH2:5][N+:6]12[CH2:13][CH2:12][CH:9]([CH2:10][CH2:11]1)[C@@H:8]([O:14][C:15](=[O:30])[C:16]([OH:29])([C:17]1[CH:18]=[CH:19][CH:20]=[CH:21][CH:22]=1)[C:23]1[CH:28]=[CH:27][CH:26]=[CH:25][CH:24]=1)[CH2:7]2)(=[O:45])[C:39]1[CH:44]=[CH:43][CH:42]=[CH:41][CH:40]=1.